Dataset: Reaction yield outcomes from USPTO patents with 853,638 reactions. Task: Predict the reaction yield, written as a fraction of the theoretical maximum amount of product (1.0 means a 100% yield; for example, 0.34 means a 34% yield). (1) The reactants are [I-].[CH2:2]([N+:6]1([CH3:15])[CH:14]2[CH:9]([CH2:10][CH2:11][CH2:12][CH2:13]2)[CH2:8][CH2:7]1)[CH2:3][CH2:4][CH3:5].[OH2:16]. No catalyst specified. The product is [OH-:16].[CH2:2]([N+:6]1([CH3:15])[CH:14]2[CH:9]([CH2:10][CH2:11][CH2:12][CH2:13]2)[CH2:8][CH2:7]1)[CH2:3][CH2:4][CH3:5]. The yield is 0.870. (2) The reactants are ClC1C=CC=C(C(OO)=[O:9])C=1.[CH3:12][C:13]1[C:18]([CH3:19])=[CH:17][C:16]([CH3:20])=[CH:15][N:14]=1. The catalyst is C(Cl)Cl. The product is [CH3:12][C:13]1[C:18]([CH3:19])=[CH:17][C:16]([CH3:20])=[CH:15][N+:14]=1[O-:9]. The yield is 0.580. (3) The reactants are Br[C:2]1[C:3](Cl)=[N:4][CH:5]=[N:6][C:7]=1Cl.[C:10]1(B(O)O)[CH:15]=[CH:14][CH:13]=[CH:12][CH:11]=1.C(=O)([O-])[O-].[Na+].[Na+]. The catalyst is C1C=CC(P(C2C=CC=CC=2)C2C=CC=CC=2)=CC=1.C1C=CC(P(C2C=CC=CC=2)C2C=CC=CC=2)=CC=1.Cl[Pd]Cl.C(#N)C.O. The product is [C:10]1([C:3]2[C:2]([C:10]3[CH:15]=[CH:14][CH:13]=[CH:12][CH:11]=3)=[C:7]([C:10]3[CH:15]=[CH:14][CH:13]=[CH:12][CH:11]=3)[N:6]=[CH:5][N:4]=2)[CH:15]=[CH:14][CH:13]=[CH:12][CH:11]=1. The yield is 0.460. (4) The reactants are [Br:1][C:2]1[N:7]=[C:6]([C:8](O)=O)[C:5]([O:11]C)=[CH:4][CH:3]=1.[F:13][C:14]1[CH:19]=[CH:18][CH:17]=[C:16]([NH2:20])[C:15]=1[NH2:21].C([O-])([O-])=O.[Na+].[Na+]. No catalyst specified. The product is [Br:1][C:2]1[N:7]=[C:6]([C:8]2[NH:20][C:16]3[CH:17]=[CH:18][CH:19]=[C:14]([F:13])[C:15]=3[N:21]=2)[C:5]([OH:11])=[CH:4][CH:3]=1. The yield is 0.370. (5) The reactants are [CH3:1][O:2][C:3]([C:5]1[CH:6]=[C:7]2[C:11](=[CH:12][C:13]=1[NH:14][C:15]1[CH:20]=[CH:19][C:18]([Si](C)(C)C)=[CH:17][C:16]=1[F:25])[C:10](=[O:26])[NH:9][CH2:8]2)=[O:4].[I:27]Cl. The yield is 0.680. The product is [CH3:1][O:2][C:3]([C:5]1[CH:6]=[C:7]2[C:11](=[CH:12][C:13]=1[NH:14][C:15]1[CH:20]=[CH:19][C:18]([I:27])=[CH:17][C:16]=1[F:25])[C:10](=[O:26])[NH:9][CH2:8]2)=[O:4]. The catalyst is C(Cl)Cl. (6) The reactants are [O:1]1[CH2:5][CH2:4][CH2:3][C@@H:2]1[C:6]([OH:8])=O.CCN=C=NCCCN(C)C.Cl.C1C=CC2N(O)[N:28]=[N:27]C=2C=1.O.NN. The catalyst is ClCCl. The product is [O:1]1[CH2:5][CH2:4][CH2:3][C@@H:2]1[C:6]([NH:27][NH2:28])=[O:8]. The yield is 0.590. (7) The reactants are [Br:1][C:2]1[CH:7]=[CH:6][C:5]([CH:8]=[CH2:9])=[C:4]([O:10][CH3:11])[CH:3]=1.[Cl-:12].P(Cl)(Cl)([Cl:15])=O.[O:18]1CC[CH2:20][CH2:19]1. No catalyst specified. The product is [Br:1][C:2]1[CH:7]=[CH:6][C:5]([CH:8]2[CH2:20][C:19](=[O:18])[C:9]2([Cl:15])[Cl:12])=[C:4]([O:10][CH3:11])[CH:3]=1. The yield is 0.350.